From a dataset of Forward reaction prediction with 1.9M reactions from USPTO patents (1976-2016). Predict the product of the given reaction. (1) Given the reactants CS(OS(C)(=O)=O)(=O)=O.[CH3:10][O:11][C:12]1[CH:19]=[CH:18][C:15]([CH2:16]O)=[CH:14][C:13]=1[CH3:20].C(N(C(C)C)CC)(C)C.C(OC([N:37]1[CH:41]=[C:40]([CH2:42][C:43]#[N:44])[N:39]=[CH:38]1)=O)(C)(C)C.P([O-])([O-])([O-])=O.[K+].[K+].[K+], predict the reaction product. The product is: [CH3:10][O:11][C:12]1[CH:19]=[CH:18][C:15]([CH2:16][N:39]2[C:40]([CH2:42][C:43]#[N:44])=[CH:41][N:37]=[CH:38]2)=[CH:14][C:13]=1[CH3:20]. (2) Given the reactants [NH:1]1[C:5]2[CH:6]=[CH:7][CH:8]=[CH:9][C:4]=2[N:3]=[C:2]1[C:10]1[C:11]([NH2:22])=[N:12][CH:13]=[C:14]([C:16]2[CH2:17][CH2:18][NH:19][CH2:20][CH:21]=2)[N:15]=1.C(N(CC)CC)C.Cl[C:31]1[S:32][CH:33]=[CH:34][N:35]=1, predict the reaction product. The product is: [NH:1]1[C:5]2[CH:6]=[CH:7][CH:8]=[CH:9][C:4]=2[N:3]=[C:2]1[C:10]1[C:11]([NH2:22])=[N:12][CH:13]=[C:14]([C:16]2[CH2:17][CH2:18][N:19]([C:31]3[S:32][CH:33]=[CH:34][N:35]=3)[CH2:20][CH:21]=2)[N:15]=1. (3) The product is: [NH2:1][C:2]1[N:6]([CH3:7])[C:5]([S:30][C:27]2[S:28][C:29]3[C:21]([Cl:20])=[CH:22][CH:23]=[CH:24][C:25]=3[N:26]=2)=[N:4][C:3]=1[C:9]([NH2:11])=[O:10]. Given the reactants [NH2:1][C:2]1[N:6]([CH3:7])[C:5](Br)=[N:4][C:3]=1[C:9]([NH2:11])=[O:10].[Li+].[Br-].CC(C)([O-])C.[K+].[Cl:20][C:21]1[C:29]2[S:28][C:27]([SH:30])=[N:26][C:25]=2[CH:24]=[CH:23][CH:22]=1, predict the reaction product. (4) Given the reactants [NH2:1][C:2]1[S:3][C:4]2[CH:10]=[C:9]([C:11]#[N:12])[CH:8]=[C:7](Br)[C:5]=2[N:6]=1.[N+:14]([C:17]1[CH:18]=[C:19](B(O)O)[CH:20]=[CH:21][CH:22]=1)([O-:16])=[O:15].C1(P(C2C=CC=CC=2)C2C=CC=CC=2)C=CC=CC=1.C([O-])([O-])=O.[Na+].[Na+], predict the reaction product. The product is: [NH2:1][C:2]1[S:3][C:4]2[CH:10]=[C:9]([C:11]#[N:12])[CH:8]=[C:7]([C:21]3[CH:20]=[CH:19][CH:18]=[C:17]([N+:14]([O-:16])=[O:15])[CH:22]=3)[C:5]=2[N:6]=1.